From a dataset of Forward reaction prediction with 1.9M reactions from USPTO patents (1976-2016). Predict the product of the given reaction. (1) Given the reactants [CH3:1][O:2][C:3]1[CH:8]=[CH:7][C:6]([S:9](Cl)(=[O:11])=[O:10])=[CH:5][CH:4]=1.[Cl:13][C:14]1[CH:26]=[N:25][C:17]2[NH:18][C:19]3[CH2:24][CH2:23][NH:22][CH2:21][C:20]=3[C:16]=2[CH:15]=1.O, predict the reaction product. The product is: [Cl:13][C:14]1[CH:26]=[N:25][C:17]2[NH:18][C:19]3[CH2:24][CH2:23][N:22]([S:9]([C:6]4[CH:7]=[CH:8][C:3]([O:2][CH3:1])=[CH:4][CH:5]=4)(=[O:11])=[O:10])[CH2:21][C:20]=3[C:16]=2[CH:15]=1. (2) Given the reactants C(OC(=O)[NH:7][C@H:8]([CH2:13][N:14]([C:22]([C@@H:24]1[CH2:26][C@H:25]1[C:27]1[CH:32]=[CH:31][C:30]([F:33])=[CH:29][N:28]=1)=[O:23])[C:15]1[CH:20]=[CH:19][C:18]([OH:21])=[CH:17][CH:16]=1)[C@@H:9]([CH3:12])[CH2:10][CH3:11])(C)(C)C.C([O-])([O-])=O.[K+].[K+].[CH:41]1([CH2:45]Br)[CH2:44][CH2:43][CH2:42]1, predict the reaction product. The product is: [NH2:7][C@@H:8]([C@@H:9]([CH3:12])[CH2:10][CH3:11])[CH2:13][N:14]([C:15]1[CH:16]=[CH:17][C:18]([O:21][CH2:45][CH:41]2[CH2:44][CH2:43][CH2:42]2)=[CH:19][CH:20]=1)[C:22]([C@@H:24]1[CH2:26][C@H:25]1[C:27]1[CH:32]=[CH:31][C:30]([F:33])=[CH:29][N:28]=1)=[O:23]. (3) Given the reactants [CH3:1][O:2][C:3]1[CH:4]=[C:5]([CH:19]=[CH:20][C:21]=1[O:22][CH2:23][C:24]#[C:25][CH2:26][CH3:27])[CH2:6][O:7][N:8]1C(=O)C2C(=CC=CC=2)C1=O.O.NN.Cl.O, predict the reaction product. The product is: [CH3:1][O:2][C:3]1[CH:4]=[C:5]([CH:19]=[CH:20][C:21]=1[O:22][CH2:23][C:24]#[C:25][CH2:26][CH3:27])[CH2:6][O:7][NH2:8].